This data is from Full USPTO retrosynthesis dataset with 1.9M reactions from patents (1976-2016). The task is: Predict the reactants needed to synthesize the given product. (1) Given the product [O:11]=[C:4]1[C:5]2[C:10](=[CH:9][CH:8]=[CH:7][CH:6]=2)[C:2](=[O:1])[N:3]1[CH2:12][C:13]1[N:17]([CH3:18])[N:16]=[C:15]([C:19]([OH:21])=[O:20])[CH:14]=1, predict the reactants needed to synthesize it. The reactants are: [O:1]=[C:2]1[C:10]2[C:5](=[CH:6][CH:7]=[CH:8][CH:9]=2)[C:4](=[O:11])[N:3]1[CH2:12][C:13]1[N:17]([CH3:18])[N:16]=[C:15]([C:19]([O:21]CC)=[O:20])[CH:14]=1.O. (2) Given the product [NH2:47][C:44]1[S:45][CH:46]=[C:42](/[C:22](=[N:21]/[O:20][C:17]2([C:15]([OH:16])=[O:14])[CH2:18][CH2:19]2)/[C:23](=[O:24])[NH:25][C@H:26]2[C@@H:29]([CH2:30][N:31]3[CH2:35][CH2:34][NH:33][C:32]3=[O:36])[N:28]([S:37]([OH:40])(=[O:39])=[O:38])[C:27]2=[O:41])[N:43]=1, predict the reactants needed to synthesize it. The reactants are: C([O:14][C:15]([C:17]1([O:20]/[N:21]=[C:22](/[C:42]2[N:43]=[C:44]([NH:47]C(OC(C)(C)C)=O)[S:45][CH:46]=2)\[C:23]([NH:25][C@H:26]2[C@@H:29]([CH2:30][N:31]3[CH2:35][CH2:34][NH:33][C:32]3=[O:36])[N:28]([S:37]([OH:40])(=[O:39])=[O:38])[C:27]2=[O:41])=[O:24])[CH2:19][CH2:18]1)=[O:16])(C1C=CC=CC=1)C1C=CC=CC=1.C(OC(C1(O/N=C(/C2N=C(NC(OC(C)(C)C)=O)SC=2)\C(N[C@H]2[C@@H](CN3CCNC(=O)N3)N(S(O)(=O)=O)C2=O)=O)CC1)=O)(C1C=CC=CC=1)C1C=CC=CC=1.C(O)(C(F)(F)F)=O. (3) Given the product [CH3:11][C:12]1[CH:17]=[CH:16][N:15]=[CH:14][C:13]=1[NH:18][C:19](=[O:20])[O:21][C:22]([CH3:25])([CH3:24])[CH3:23], predict the reactants needed to synthesize it. The reactants are: C[Si]([N-][Si](C)(C)C)(C)C.[Na+].[CH3:11][C:12]1[CH:17]=[CH:16][N:15]=[CH:14][C:13]=1[NH2:18].[C:19](O[C:19]([O:21][C:22]([CH3:25])([CH3:24])[CH3:23])=[O:20])([O:21][C:22]([CH3:25])([CH3:24])[CH3:23])=[O:20].Cl.